Dataset: Full USPTO retrosynthesis dataset with 1.9M reactions from patents (1976-2016). Task: Predict the reactants needed to synthesize the given product. The reactants are: [CH3:1][N:2]1[CH2:7][CH2:6][N:5]([C:8]2[CH:13]=[CH:12][C:11]([CH3:14])=[C:10]([N+:15]([O-])=O)[CH:9]=2)[CH2:4][CH2:3]1. Given the product [CH3:14][C:11]1[CH:12]=[CH:13][C:8]([N:5]2[CH2:4][CH2:3][N:2]([CH3:1])[CH2:7][CH2:6]2)=[CH:9][C:10]=1[NH2:15], predict the reactants needed to synthesize it.